Dataset: Forward reaction prediction with 1.9M reactions from USPTO patents (1976-2016). Task: Predict the product of the given reaction. (1) The product is: [F:1][C:2]([F:7])([F:6])[C:3]([OH:5])=[O:4].[CH3:19][CH:17]([O:16][C:15]1[CH:14]=[CH:13][C:12]([C:20]2[O:24][N:23]=[C:22]([C:25]3[CH:42]=[CH:41][C:28]4[CH2:29][CH2:30][NH:31][CH2:32][CH2:33][C:27]=4[C:26]=3[CH3:43])[N:21]=2)=[CH:11][C:10]=1[C:8]#[N:9])[CH3:18]. Given the reactants [F:1][C:2]([F:7])([F:6])[C:3]([OH:5])=[O:4].[C:8]([C:10]1[CH:11]=[C:12]([C:20]2[O:24][N:23]=[C:22]([C:25]3[CH:42]=[CH:41][C:28]4[CH2:29][CH2:30][N:31](C(OC(C)(C)C)=O)[CH2:32][CH2:33][C:27]=4[C:26]=3[CH3:43])[N:21]=2)[CH:13]=[CH:14][C:15]=1[O:16][CH:17]([CH3:19])[CH3:18])#[N:9], predict the reaction product. (2) Given the reactants C1(P(C2C=CC=CC=2)C2C=CC=CC=2)C=CC=CC=1.[CH3:20][N:21]1[C:25]([CH3:26])=[C:24]([C:27]([OH:29])=O)[C:23]([CH3:30])=[N:22]1.ClN1C(=O)CCC1=O.[CH:39]1([CH2:42][N:43]2[C:51]3[N:50]=[C:49]([CH2:52][C:53]4[CH:58]=[CH:57][C:56]([NH:59][CH2:60][CH3:61])=[CH:55][CH:54]=4)[NH:48][C:47]=3[C:46](=[O:62])[N:45]([CH2:63][C:64]3[CH:69]=[CH:68][CH:67]=[CH:66][C:65]=3[F:70])[C:44]2=[O:71])[CH2:41][CH2:40]1.C(N(CC)CC)C, predict the reaction product. The product is: [CH:39]1([CH2:42][N:43]2[C:51]3[N:50]=[C:49]([CH2:52][C:53]4[CH:54]=[CH:55][C:56]([N:59]([CH2:60][CH3:61])[C:27]([C:24]5[C:23]([CH3:30])=[N:22][N:21]([CH3:20])[C:25]=5[CH3:26])=[O:29])=[CH:57][CH:58]=4)[NH:48][C:47]=3[C:46](=[O:62])[N:45]([CH2:63][C:64]3[CH:69]=[CH:68][CH:67]=[CH:66][C:65]=3[F:70])[C:44]2=[O:71])[CH2:41][CH2:40]1. (3) Given the reactants CC1N=C(C(O)=O)C(N2N=CC=N2)=CC=1.[CH3:16][C:17]1[CH:18]=[CH:19][C:20]([N:26]2[N:30]=[CH:29][CH:28]=[N:27]2)=[C:21]([CH:25]=1)[C:22]([OH:24])=O.FC1C=CC(OCC2CC3NC2CC3)=NC=1.[CH3:47][C:48]1[CH:53]=[C:52]([CH3:54])[N:51]=[C:50]([O:55][CH2:56][CH:57]2[CH2:62][CH:61]3[NH:63][CH:58]2[CH2:59][CH2:60]3)[N:49]=1, predict the reaction product. The product is: [CH3:54][C:52]1[CH:53]=[C:48]([CH3:47])[N:49]=[C:50]([O:55][CH2:56][CH:57]2[CH2:62][CH:61]3[N:63]([C:22]([C:21]4[CH:25]=[C:17]([CH3:16])[CH:18]=[CH:19][C:20]=4[N:26]4[N:30]=[CH:29][CH:28]=[N:27]4)=[O:24])[CH:58]2[CH2:59][CH2:60]3)[N:51]=1. (4) Given the reactants C([S:8][C:9]1[CH:10]=[C:11]2[C:16](=[CH:17][CH:18]=1)[C:15]([Cl:19])=[N:14][N:13]=[CH:12]2)C1C=CC=CC=1.ClN1C(C)(C)C(=[O:28])N(Cl)C1=O.[F:31][C:32]1[C:37]([F:38])=[C:36]([F:39])[C:35]([F:40])=[C:34]([F:41])[C:33]=1[OH:42].C(N(CC)CC)C.[OH2:50], predict the reaction product. The product is: [Cl:19][C:15]1[C:16]2[C:11](=[CH:10][C:9]([S:8]([O:42][C:33]3[C:32]([F:31])=[C:37]([F:38])[C:36]([F:39])=[C:35]([F:40])[C:34]=3[F:41])(=[O:28])=[O:50])=[CH:18][CH:17]=2)[CH:12]=[N:13][N:14]=1. (5) Given the reactants Br[C:2]1[CH:3]=[C:4]([CH:25]=[CH:26][N:27]=1)[C:5]([NH:7][C:8]1[S:9][C:10]2[C:16]([N:17]3[CH2:22][CH2:21][O:20][CH2:19][CH2:18]3)=[CH:15][CH:14]=[C:13]([O:23][CH3:24])[C:11]=2[N:12]=1)=[O:6].[H-].[Na+].[CH3:30][N:31]([CH3:35])[CH2:32][CH2:33][OH:34], predict the reaction product. The product is: [CH3:30][N:31]([CH3:35])[CH2:32][CH2:33][O:34][C:2]1[CH:3]=[C:4]([CH:25]=[CH:26][N:27]=1)[C:5]([NH:7][C:8]1[S:9][C:10]2[C:16]([N:17]3[CH2:22][CH2:21][O:20][CH2:19][CH2:18]3)=[CH:15][CH:14]=[C:13]([O:23][CH3:24])[C:11]=2[N:12]=1)=[O:6]. (6) Given the reactants [CH2:1]1[CH:9]2[N:4]([CH2:5][CH2:6][CH:7]([C:10]3[C:18]4[C:13](=[CH:14][CH:15]=[N:16][CH:17]=4)[NH:12][CH:11]=3)[CH2:8]2)[CH2:3][CH2:2]1.[CH:19]1[C:28]2[C:23](=[CH:24][CH:25]=[CH:26][CH:27]=2)[CH:22]=[CH:21][C:20]=1[S:29](Cl)(=[O:31])=[O:30].C[Si]([N-][Si](C)(C)C)(C)C.[Na+], predict the reaction product. The product is: [CH2:1]1[CH:9]2[N:4]([CH2:5][CH2:6][CH:7]([C:10]3[C:18]4[C:13](=[CH:14][CH:15]=[N:16][CH:17]=4)[N:12]([S:29]([C:20]4[CH:21]=[CH:22][C:23]5[C:28](=[CH:27][CH:26]=[CH:25][CH:24]=5)[CH:19]=4)(=[O:31])=[O:30])[CH:11]=3)[CH2:8]2)[CH2:3][CH2:2]1. (7) Given the reactants Cl[C:2]1[N:3]=[CH:4][C:5]([O:11][CH3:12])=[C:6]2[C:10]=1[NH:9][CH:8]=[CH:7]2.[NH:13]1[CH:17]=[N:16][CH:15]=[N:14]1.[OH-].[K+], predict the reaction product. The product is: [CH3:12][O:11][C:5]1[CH:4]=[N:3][C:2]([N:13]2[CH:17]=[N:16][CH:15]=[N:14]2)=[C:10]2[C:6]=1[CH:7]=[CH:8][NH:9]2. (8) Given the reactants [Cl:1][C:2]1[C:3]([NH:12][C:13]2[C:18]([Cl:19])=[CH:17][N:16]=[C:15](Cl)[N:14]=2)=[C:4]([CH:9]=[CH:10][CH:11]=1)[C:5]([NH:7][CH3:8])=[O:6].[NH2:21][C:22]1[CH:23]=[CH:24][C:25]2[N:31]([CH2:32][CH2:33][O:34][CH3:35])[C:30](=[O:36])[CH2:29][CH2:28][CH2:27][C:26]=2[CH:37]=1.C12(CS(O)(=O)=O)C(C)(C)C(CC1)CC2=O.C(O)(C)C, predict the reaction product. The product is: [Cl:1][C:2]1[C:3]([NH:12][C:13]2[C:18]([Cl:19])=[CH:17][N:16]=[C:15]([NH:21][C:22]3[CH:23]=[CH:24][C:25]4[N:31]([CH2:32][CH2:33][O:34][CH3:35])[C:30](=[O:36])[CH2:29][CH2:28][CH2:27][C:26]=4[CH:37]=3)[N:14]=2)=[C:4]([CH:9]=[CH:10][CH:11]=1)[C:5]([NH:7][CH3:8])=[O:6]. (9) Given the reactants [CH2:1]([O:3][C:4]([C:6]1[C:15](=[O:16])[C:14]2[C:9](=[CH:10][C:11](Cl)=[C:12]([O:17][CH3:18])[N:13]=2)[N:8]([C@H:20]([C:24]([CH3:32])([CH3:31])[O:25][SiH2:26][C:27]([CH3:30])([CH3:29])[CH3:28])[CH:21]([CH3:23])[CH3:22])[CH:7]=1)=[O:5])[CH3:2].[Br-].[F:34][C:35]1[C:42]([Cl:43])=[CH:41][CH:40]=[CH:39][C:36]=1[CH2:37][Zn+].Cl, predict the reaction product. The product is: [CH2:1]([O:3][C:4]([C:6]1[C:15](=[O:16])[C:14]2[C:9](=[CH:10][C:11]([CH2:37][C:36]3[CH:39]=[CH:40][CH:41]=[C:42]([Cl:43])[C:35]=3[F:34])=[C:12]([O:17][CH3:18])[N:13]=2)[N:8]([C@H:20]([C:24]([CH3:32])([CH3:31])[O:25][SiH2:26][C:27]([CH3:30])([CH3:28])[CH3:29])[CH:21]([CH3:23])[CH3:22])[CH:7]=1)=[O:5])[CH3:2].